Predict which catalyst facilitates the given reaction. From a dataset of Catalyst prediction with 721,799 reactions and 888 catalyst types from USPTO. (1) Reactant: [CH2:1]([O:3][C:4](=[O:18])[C:5]([CH2:13][PH:14]([CH2:16][OH:17])=[O:15])([O:10][CH2:11][CH3:12])[CH2:6][CH:7]([CH3:9])[CH3:8])[CH3:2].[CH3:19][S:20](Cl)(=[O:22])=[O:21].C(N(CC)CC)C. Product: [CH2:1]([O:3][C:4](=[O:18])[C:5]([CH2:13][PH:14]([CH2:16][O:17][S:20]([CH3:19])(=[O:22])=[O:21])=[O:15])([O:10][CH2:11][CH3:12])[CH2:6][CH:7]([CH3:9])[CH3:8])[CH3:2]. The catalyst class is: 2. (2) Reactant: [C:1]([O:5][C:6]([N:8]1[CH2:13][CH2:12][CH:11]([C:14]([C:16]2[CH:21]=[C:20]([Cl:22])[CH:19]=[CH:18][C:17]=2[CH2:23][OH:24])=[O:15])[CH2:10][CH2:9]1)=[O:7])([CH3:4])([CH3:3])[CH3:2].CC(OI1(OC(C)=O)(OC(C)=O)OC(=O)C2C=CC=CC1=2)=O. Product: [C:1]([O:5][C:6]([N:8]1[CH2:9][CH2:10][CH:11]([C:14]([C:16]2[CH:21]=[C:20]([Cl:22])[CH:19]=[CH:18][C:17]=2[CH:23]=[O:24])=[O:15])[CH2:12][CH2:13]1)=[O:7])([CH3:4])([CH3:2])[CH3:3]. The catalyst class is: 2. (3) Reactant: [CH2:1]([C:4]1[S:31][C:7]2[N:8]=[C:9]([N:25]3[CH2:29][CH2:28][C@H:27]([NH2:30])[CH2:26]3)[N:10]=[C:11]([N:12]3[CH2:17][CH2:16][N:15]4[C:18]([C:21]([F:24])([F:23])[F:22])=[N:19][N:20]=[C:14]4[CH2:13]3)[C:6]=2[CH:5]=1)[CH2:2][CH3:3].C([NH:39][CH2:40][C:41](O)=[O:42])(OC(C)(C)C)=O.C(Cl)CCl.C1C=CC2N(O)N=NC=2C=1.C(N(C(C)C)CC)(C)C. The catalyst class is: 9. Product: [NH2:39][CH2:40][C:41]([NH:30][C@H:27]1[CH2:28][CH2:29][N:25]([C:9]2[N:10]=[C:11]([N:12]3[CH2:17][CH2:16][N:15]4[C:18]([C:21]([F:22])([F:23])[F:24])=[N:19][N:20]=[C:14]4[CH2:13]3)[C:6]3[CH:5]=[C:4]([CH2:1][CH2:2][CH3:3])[S:31][C:7]=3[N:8]=2)[CH2:26]1)=[O:42]. (4) Reactant: [Br:1][C:2]1[CH:3]=[C:4]2[C:8](=[CH:9][CH:10]=1)[N:7]([CH:11]([CH2:15][CH:16]1[CH2:20][CH2:19][CH2:18][CH2:17]1)[C:12](O)=[O:13])[C:6](=[O:21])[C:5]2=[O:22].[CH3:23][N:24]1[CH:28]=[CH:27][C:26]([NH2:29])=[N:25]1.C(N(CC)C(C)C)(C)C.F[P-](F)(F)(F)(F)F.N1(O[P+](N(C)C)(N(C)C)N(C)C)C2C=CC=CC=2N=N1. Product: [Br:1][C:2]1[CH:3]=[C:4]2[C:8](=[CH:9][CH:10]=1)[N:7]([CH:11]([CH2:15][CH:16]1[CH2:17][CH2:18][CH2:19][CH2:20]1)[C:12]([NH:29][C:26]1[CH:27]=[CH:28][N:24]([CH3:23])[N:25]=1)=[O:13])[C:6](=[O:21])[C:5]2=[O:22]. The catalyst class is: 42. (5) Reactant: C1(C(C2C=CC=CC=2)=[N:8][C:9]2[CH:10]=[N:11][C:12]([CH2:15][S:16]([CH3:19])(=[O:18])=[O:17])=[CH:13][CH:14]=2)C=CC=CC=1.Cl. Product: [CH3:19][S:16]([CH2:15][C:12]1[N:11]=[CH:10][C:9]([NH2:8])=[CH:14][CH:13]=1)(=[O:18])=[O:17]. The catalyst class is: 24. (6) Reactant: [C:1]([O:5][C:6]([N:8]1[CH2:13][CH2:12][CH:11]([C:14]2[CH:19]=[CH:18][C:17]([O:20][CH2:21][CH2:22][CH2:23][O:24][CH2:25][C:26]3[CH:31]=[CH:30][CH:29]=[CH:28][C:27]=3[O:32][CH3:33])=[CH:16][CH:15]=2)[CH:10]([NH:34][CH2:35][C:36]2[CH:45]=[C:44]3[C:39]([CH:40]=[CH:41][CH:42]=[N:43]3)=[CH:38][CH:37]=2)[CH2:9]1)=[O:7])([CH3:4])([CH3:3])[CH3:2].[BH4-].[Na+].[Cl-].[NH4+].CCOC(C)=O. The catalyst class is: 652. Product: [C:1]([O:5][C:6]([N:8]1[CH2:13][CH2:12][CH:11]([C:14]2[CH:15]=[CH:16][C:17]([O:20][CH2:21][CH2:22][CH2:23][O:24][CH2:25][C:26]3[CH:31]=[CH:30][CH:29]=[CH:28][C:27]=3[O:32][CH3:33])=[CH:18][CH:19]=2)[CH:10]([NH:34][CH2:35][C:36]2[CH:45]=[C:44]3[C:39]([CH2:40][CH2:41][CH2:42][NH:43]3)=[CH:38][CH:37]=2)[CH2:9]1)=[O:7])([CH3:4])([CH3:2])[CH3:3].